From a dataset of Forward reaction prediction with 1.9M reactions from USPTO patents (1976-2016). Predict the product of the given reaction. Given the reactants Br[C:2]1[CH:10]=[C:9]2[C:5]([CH:6]=[CH:7][NH:8]2)=[C:4]([O:11][CH3:12])[CH:3]=1.[CH2:13](C([Sn])=C(CCCC)CCCC)[CH2:14]CC, predict the reaction product. The product is: [CH:13]([C:2]1[CH:10]=[C:9]2[C:5]([CH:6]=[CH:7][NH:8]2)=[C:4]([O:11][CH3:12])[CH:3]=1)=[CH2:14].